From a dataset of Full USPTO retrosynthesis dataset with 1.9M reactions from patents (1976-2016). Predict the reactants needed to synthesize the given product. (1) Given the product [C:8]([O:7][C@@H:6]1[C@@H:11]([NH:24][C:25](=[O:36])[C:26]2[CH:27]=[C:28]([O:34][CH3:35])[CH:29]=[C:30]([O:32][CH3:33])[CH:31]=2)[C@@H:12]([O:13][C:14](=[O:16])[CH3:15])[C@@H:17]([CH2:19][O:20][C:21](=[O:23])[CH3:22])[O:18][C@@H:5]1[Br:44])(=[O:10])[CH3:9], predict the reactants needed to synthesize it. The reactants are: C(O[CH:5]1[O:18][C@H:17]([CH2:19][O:20][C:21](=[O:23])[CH3:22])[C@H:12]([O:13][C:14](=[O:16])[CH3:15])[C@H:11]([NH:24][C:25](=[O:36])[C:26]2[CH:31]=[C:30]([O:32][CH3:33])[CH:29]=[C:28]([O:34][CH3:35])[CH:27]=2)[C@H:6]1[O:7][C:8](=[O:10])[CH3:9])(=O)C.C(OC(=O)C)(=O)C.[BrH:44]. (2) Given the product [Cl:42][CH2:14][C:13]#[C:12][C:5]1[CH:6]=[CH:7][C:8]([N+:9]([O-:11])=[O:10])=[C:3]([O:2][CH3:1])[CH:4]=1, predict the reactants needed to synthesize it. The reactants are: [CH3:1][O:2][C:3]1[CH:4]=[C:5]([C:12]#[C:13][CH2:14]O)[CH:6]=[CH:7][C:8]=1[N+:9]([O-:11])=[O:10].C1(P(C2C=CC=CC=2)C2C=CC=CC=2)C=CC=CC=1.C1C(=O)N([Cl:42])C(=O)C1.